Dataset: Catalyst prediction with 721,799 reactions and 888 catalyst types from USPTO. Task: Predict which catalyst facilitates the given reaction. (1) Reactant: [F:1][C:2]1[CH:3]=[C:4]([CH:8]=[C:9]([C:11]([F:14])([F:13])[F:12])[CH:10]=1)[C:5](Cl)=[O:6].[CH3:15][NH:16][C:17]1[CH:18]=[N:19][CH:20]=[CH:21][C:22]=1[C:23]1[CH:28]=[CH:27][CH:26]=[CH:25][C:24]=1[CH3:29].CCN(C(C)C)C(C)C. Product: [F:1][C:2]1[CH:3]=[C:4]([CH:8]=[C:9]([C:11]([F:14])([F:13])[F:12])[CH:10]=1)[C:5]([N:16]([CH3:15])[C:17]1[CH:18]=[N:19][CH:20]=[CH:21][C:22]=1[C:23]1[CH:28]=[CH:27][CH:26]=[CH:25][C:24]=1[CH3:29])=[O:6]. The catalyst class is: 1. (2) Reactant: C(NC(C)C)(C)C.[Li]CCCC.[C:13]([O:17][C:18](=[O:29])[CH2:19][CH2:20][NH:21][C:22]([O:24][C:25]([CH3:28])([CH3:27])[CH3:26])=[O:23])([CH3:16])([CH3:15])[CH3:14].[Br:30][C:31]1[CH:36]=[CH:35][C:34]([CH2:37]Br)=[C:33]([F:39])[CH:32]=1. Product: [C:13]([O:17][C:18](=[O:29])[CH:19]([CH2:37][C:34]1[CH:35]=[CH:36][C:31]([Br:30])=[CH:32][C:33]=1[F:39])[CH2:20][NH:21][C:22]([O:24][C:25]([CH3:28])([CH3:27])[CH3:26])=[O:23])([CH3:16])([CH3:15])[CH3:14]. The catalyst class is: 1.